Dataset: CYP1A2 inhibition data for predicting drug metabolism from PubChem BioAssay. Task: Regression/Classification. Given a drug SMILES string, predict its absorption, distribution, metabolism, or excretion properties. Task type varies by dataset: regression for continuous measurements (e.g., permeability, clearance, half-life) or binary classification for categorical outcomes (e.g., BBB penetration, CYP inhibition). Dataset: cyp1a2_veith. The compound is O=C(O)/C=C/C(=O)Nc1ccccc1-c1ccccc1. The result is 0 (non-inhibitor).